This data is from Full USPTO retrosynthesis dataset with 1.9M reactions from patents (1976-2016). The task is: Predict the reactants needed to synthesize the given product. (1) Given the product [C:1]1([C:19]2[CH:20]=[CH:21][CH:22]=[CH:23][CH:24]=2)[CH:6]=[CH:5][CH:4]=[C:3]([NH:7][CH2:8][CH2:9][CH2:10][N:12]2[CH2:17][CH2:16][CH2:15][CH2:14][CH:13]2[CH3:18])[CH:2]=1, predict the reactants needed to synthesize it. The reactants are: [C:1]1([C:19]2[CH:24]=[CH:23][CH:22]=[CH:21][CH:20]=2)[CH:6]=[CH:5][CH:4]=[C:3]([NH:7][CH2:8][CH2:9][C:10]([N:12]2[CH2:17][CH2:16][CH2:15][CH2:14][CH:13]2[CH3:18])=O)[CH:2]=1.[H-].[Al+3].[Li+].[H-].[H-].[H-]. (2) Given the product [F:15][C:16]([F:26])([F:27])[C:17]1[CH:18]=[C:19]([CH2:23][CH2:24][NH:25][C:12]([C:10]2[S:11][C:7]([C:4]3[CH:3]=[CH:2][N:1]=[CH:6][CH:5]=3)=[CH:8][CH:9]=2)=[O:14])[CH:20]=[CH:21][CH:22]=1, predict the reactants needed to synthesize it. The reactants are: [N:1]1[CH:6]=[CH:5][C:4]([C:7]2[S:11][C:10]([C:12]([OH:14])=O)=[CH:9][CH:8]=2)=[CH:3][CH:2]=1.[F:15][C:16]([F:27])([F:26])[C:17]1[CH:18]=[C:19]([CH2:23][CH2:24][NH2:25])[CH:20]=[CH:21][CH:22]=1.